Task: Regression. Given two drug SMILES strings and cell line genomic features, predict the synergy score measuring deviation from expected non-interaction effect.. Dataset: Merck oncology drug combination screen with 23,052 pairs across 39 cell lines Drug 1: O=P1(N(CCCl)CCCl)NCCCO1. Drug 2: Cn1nnc2c(C(N)=O)ncn2c1=O. Cell line: HT144. Synergy scores: synergy=0.528.